From a dataset of Catalyst prediction with 721,799 reactions and 888 catalyst types from USPTO. Predict which catalyst facilitates the given reaction. The catalyst class is: 7. Reactant: [N:1]1([CH2:7][CH2:8][NH2:9])[CH2:6][CH2:5][CH2:4][CH2:3][CH2:2]1.[C:10]([N:17]1[CH:21]=[CH:20]N=[CH:18]1)(N1C=CN=C1)=[O:11].[ClH:22].[CH:23]1([CH2:29][CH2:30][NH:31][CH2:32][CH2:33][S:34][CH3:35])[CH2:28][CH2:27][CH2:26][CH2:25][CH2:24]1.[C:36](OCC)(=[O:38])C. Product: [ClH:22].[CH2:29]([O:38][C:10]([N:17]1[CH2:18][CH2:4][CH:3]([CH2:2][NH2:1])[CH2:20][CH2:21]1)=[O:11])[C:23]1[CH:24]=[CH:25][CH:26]=[CH:27][CH:28]=1.[CH:23]1([CH2:29][CH2:30][N:31]([CH2:32][CH2:33][S:34][CH3:35])[C:36]([NH:9][CH2:8][CH2:7][N:1]2[CH2:6][CH2:5][CH2:4][CH2:3][CH2:2]2)=[O:38])[CH2:28][CH2:27][CH2:26][CH2:25][CH2:24]1.